From a dataset of Catalyst prediction with 721,799 reactions and 888 catalyst types from USPTO. Predict which catalyst facilitates the given reaction. Reactant: [CH3:1][O:2][C:3]1[CH:11]=[C:10]([N+:12]([O-])=O)[CH:9]=[CH:8][C:4]=1[C:5]([OH:7])=O.[CH2:15]([N:17]([CH2:21][CH3:22])[CH2:18][CH2:19][NH2:20])[CH3:16].CN(C(ON1N=NC2C=CC=CC1=2)=[N+](C)C)C.[B-](F)(F)(F)F.CCN(C(C)C)C(C)C.C(=O)([O-])[O-].[Na+].[Na+]. Product: [CH2:15]([N:17]([CH2:21][CH3:22])[CH2:18][CH2:19][NH:20][C:5](=[O:7])[C:4]1[CH:8]=[CH:9][C:10]([NH2:12])=[CH:11][C:3]=1[O:2][CH3:1])[CH3:16]. The catalyst class is: 3.